This data is from Retrosynthesis with 50K atom-mapped reactions and 10 reaction types from USPTO. The task is: Predict the reactants needed to synthesize the given product. (1) Given the product NC(=O)C(=C1Nc2ccc(N)cc2S1)c1nccc(C(F)(F)F)n1, predict the reactants needed to synthesize it. The reactants are: NC(=O)C(=C1Nc2ccc([N+](=O)[O-])cc2S1)c1nccc(C(F)(F)F)n1. (2) Given the product O=C(NCc1ccc2c(c1)Nc1nccnc1S2)Nc1ccccc1, predict the reactants needed to synthesize it. The reactants are: NCc1ccc2c(c1)Nc1nccnc1S2.O=C=Nc1ccccc1. (3) The reactants are: CC(C)(O)c1ccc2c(c1)NC(=O)c1ccc(Cl)cc1N2.Nc1ccncc1. Given the product CC(C)(O)c1ccc2c(c1)NC(=O)c1ccc(Nc3ccncc3)cc1N2, predict the reactants needed to synthesize it. (4) Given the product Cc1sc(N2CCN(C(=O)OC(C)(C)C)CC2)nc1/C=C/c1cn(-c2ccccc2)nc1O, predict the reactants needed to synthesize it. The reactants are: COCOc1nn(-c2ccccc2)cc1/C=C/c1nc(N2CCN(C(=O)OC(C)(C)C)CC2)sc1C. (5) The reactants are: CC(C)COc1ccc(B(O)O)cc1.CCCc1nc(C)[nH]c(=O)c1Cc1ccc(-c2ccccc2C#N)cc1. Given the product CCCc1nc(C)n(-c2ccc(OCC(C)C)cc2)c(=O)c1Cc1ccc(-c2ccccc2C#N)cc1, predict the reactants needed to synthesize it.